Dataset: Full USPTO retrosynthesis dataset with 1.9M reactions from patents (1976-2016). Task: Predict the reactants needed to synthesize the given product. Given the product [CH3:1][C:2]1[N:7]=[CH:6][C:5]([CH:8]([OH:9])[CH2:13][N+:10]([O-:12])=[O:11])=[CH:4][N:3]=1, predict the reactants needed to synthesize it. The reactants are: [CH3:1][C:2]1[N:7]=[CH:6][C:5]([CH:8]=[O:9])=[CH:4][N:3]=1.[N+:10]([CH3:13])([O-:12])=[O:11].C(O[K])(C)(C)C.